The task is: Predict the reaction yield, written as a fraction of the theoretical maximum amount of product (1.0 means a 100% yield; for example, 0.34 means a 34% yield).. This data is from Reaction yield outcomes from USPTO patents with 853,638 reactions. (1) The catalyst is C(Cl)Cl. The yield is 0.600. The product is [F:35][C:34]([F:37])([F:36])[C:32]([OH:38])=[O:33].[CH:1]1([CH:6]([N:10]2[CH:14]=[C:13]([C:15]3[C:16]4[CH:23]=[CH:22][NH:21][C:17]=4[N:18]=[CH:19][N:20]=3)[CH:12]=[N:11]2)[CH2:7][C:8]#[CH:9])[CH2:5][CH2:4][CH2:3][CH2:2]1. The reactants are [CH:1]1([CH:6]([N:10]2[CH:14]=[C:13]([C:15]3[C:16]4[CH:23]=[CH:22][N:21](COCC[Si](C)(C)C)[C:17]=4[N:18]=[CH:19][N:20]=3)[CH:12]=[N:11]2)[CH2:7][C:8]#[CH:9])[CH2:5][CH2:4][CH2:3][CH2:2]1.[C:32]([OH:38])([C:34]([F:37])([F:36])[F:35])=[O:33]. (2) The product is [CH3:2][O:3]/[N:4]=[C:36](/[C:8]1[CH:9]=[CH:10][C:11]([N:12]2[CH2:17][CH2:16][N:15]([C:18]([C:20]3[CH:25]=[C:24]([S:26]([CH3:29])(=[O:27])=[O:28])[CH:23]=[CH:22][C:21]=3[C:30]3[CH:35]=[CH:34][CH:33]=[CH:32][CH:31]=3)=[O:19])[CH2:14][CH2:13]2)=[C:6]([F:5])[CH:7]=1)\[CH3:37]. The reactants are Cl.[CH3:2][O:3][NH2:4].[F:5][C:6]1[CH:7]=[C:8]([C:36](=O)[CH3:37])[CH:9]=[CH:10][C:11]=1[N:12]1[CH2:17][CH2:16][N:15]([C:18]([C:20]2[CH:25]=[C:24]([S:26]([CH3:29])(=[O:28])=[O:27])[CH:23]=[CH:22][C:21]=2[C:30]2[CH:35]=[CH:34][CH:33]=[CH:32][CH:31]=2)=[O:19])[CH2:14][CH2:13]1. The yield is 0.490. The catalyst is N1C=CC=CC=1.CO. (3) The reactants are Br[C:2]1[C:3]([CH3:12])=[CH:4][C:5]2[N:6]([CH:9]=[CH:10][N:11]=2)[C:7]=1[CH3:8].[CH3:13][N:14](C=O)C. The catalyst is [C-]#N.[C-]#N.[Zn+2].C1C=CC(/C=C/C(/C=C/C2C=CC=CC=2)=O)=CC=1.C1C=CC(/C=C/C(/C=C/C2C=CC=CC=2)=O)=CC=1.C1C=CC(/C=C/C(/C=C/C2C=CC=CC=2)=O)=CC=1.[Pd].[Pd].C1C=CC(P(C2C=CC=CC=2)[C-]2C=CC=C2)=CC=1.C1C=CC(P(C2C=CC=CC=2)[C-]2C=CC=C2)=CC=1.[Fe+2]. The product is [CH3:8][C:7]1[N:6]2[CH:9]=[CH:10][N:11]=[C:5]2[CH:4]=[C:3]([CH3:12])[C:2]=1[C:13]#[N:14]. The yield is 0.990. (4) The reactants are [CH3:1][N:2]1[C:10]2[C:5](=[CH:6][CH:7]=[CH:8][CH:9]=2)[C:4]([CH3:11])=[C:3]1[CH:12]=O.CN.CO.CC(O)=O.[C:22]([BH3-])#[N:23].[Na+]. No catalyst specified. The product is [CH3:1][N:2]1[C:10]2[C:5](=[CH:6][CH:7]=[CH:8][CH:9]=2)[C:4]([CH3:11])=[C:3]1[CH2:12][NH:23][CH3:22]. The yield is 0.520. (5) The reactants are [CH3:1][N:2]1[CH:6](NC)[CH:5]([C:9]2[CH:10]=[C:11]3[C:17]([C:18]4[CH:23]=[CH:22][CH:21]=[CH:20][CH:19]=4)=[N:16][N:15](C4CCCCO4)[C:12]3=[CH:13][N:14]=2)[CH2:4][C:3]1=[O:30].FC(F)(F)C(O)=O. No catalyst specified. The product is [CH3:1][N:2]1[CH2:6][C:5]([C:9]2[CH:10]=[C:11]3[C:17]([C:18]4[CH:23]=[CH:22][CH:21]=[CH:20][CH:19]=4)=[N:16][NH:15][C:12]3=[CH:13][N:14]=2)=[CH:4][C:3]1=[O:30]. The yield is 0.163. (6) The reactants are [CH3:1][O:2][C:3]1[C:4]([CH2:12][CH2:13][C:14]2[CH:18]=[CH:17][S:16][CH:15]=2)=[C:5]([CH2:9][CH2:10]O)[CH:6]=[CH:7][CH:8]=1.C1(P(C2C=CC=CC=2)C2C=CC=CC=2)C=CC=CC=1.[Br:38]N1C(=O)CCC1=O. The catalyst is C(Cl)Cl. The product is [Br:38][CH2:10][CH2:9][C:5]1[CH:6]=[CH:7][CH:8]=[C:3]([O:2][CH3:1])[C:4]=1[CH2:12][CH2:13][C:14]1[CH:18]=[CH:17][S:16][CH:15]=1. The yield is 0.920. (7) The reactants are [C:1]([O:5][C:6]([NH:8][C:9]([CH3:29])([CH3:28])[CH2:10][C:11]1[C:19]2[C:14](=[C:15](OS(C(F)(F)F)(=O)=O)[CH:16]=[CH:17][CH:18]=2)[NH:13][CH:12]=1)=[O:7])([CH3:4])([CH3:3])[CH3:2].C(N(CC)CC)C.[S:37]1[CH:41]=[CH:40][CH:39]=[C:38]1B(O)O. The catalyst is CN(C)C=O.[Cl-].[Na+].O.C(OCC)(=O)C.[Pd].C1(P(C2C=CC=CC=2)C2C=CC=CC=2)C=CC=CC=1.C1(P(C2C=CC=CC=2)C2C=CC=CC=2)C=CC=CC=1.C1(P(C2C=CC=CC=2)C2C=CC=CC=2)C=CC=CC=1.C1(P(C2C=CC=CC=2)C2C=CC=CC=2)C=CC=CC=1. The product is [C:1]([O:5][C:6](=[O:7])[NH:8][C:9]([CH3:29])([CH3:28])[CH2:10][C:11]1[C:19]2[C:14](=[C:15]([C:38]3[S:37][CH:41]=[CH:40][CH:39]=3)[CH:16]=[CH:17][CH:18]=2)[NH:13][CH:12]=1)([CH3:2])([CH3:4])[CH3:3]. The yield is 0.310. (8) The reactants are [C:1]([C:5]1[CH:14]=[CH:13][C:8]([CH2:9][NH:10][CH2:11][CH3:12])=[CH:7][CH:6]=1)([CH3:4])([CH3:3])[CH3:2].[CH2:15]([O:17][C@H:18]([C:31]([O:33][CH2:34][CH3:35])=[O:32])[CH2:19][C:20]1[CH:30]=[CH:29][C:23]([O:24][CH2:25][C:26]([OH:28])=O)=[CH:22][CH:21]=1)[CH3:16].C(N(CC)C(C)C)(C)C.F[B-](F)(F)F.N1(OC(N(C)C)=[N+](C)C)C2C=CC=CC=2N=N1. The catalyst is C(Cl)Cl. The product is [C:1]([C:5]1[CH:6]=[CH:7][C:8]([CH2:9][N:10]([CH2:11][CH3:12])[C:26](=[O:28])[CH2:25][O:24][C:23]2[CH:22]=[CH:21][C:20]([CH2:19][C@H:18]([O:17][CH2:15][CH3:16])[C:31]([O:33][CH2:34][CH3:35])=[O:32])=[CH:30][CH:29]=2)=[CH:13][CH:14]=1)([CH3:3])([CH3:2])[CH3:4]. The yield is 0.580. (9) The reactants are [OH:1][C:2]1[CH:7]=[CH:6][C:5]([OH:8])=[CH:4][C:3]=1[C:9](=[O:11])[CH3:10].[CH2:12](Br)[C:13]1[CH:18]=[CH:17][CH:16]=[CH:15][CH:14]=1.C(=O)([O-])[O-].[K+].[K+]. The catalyst is C(#N)C. The product is [CH2:12]([O:8][C:5]1[CH:6]=[CH:7][C:2]([OH:1])=[C:3]([C:9](=[O:11])[CH3:10])[CH:4]=1)[C:13]1[CH:18]=[CH:17][CH:16]=[CH:15][CH:14]=1. The yield is 0.800.